From a dataset of Full USPTO retrosynthesis dataset with 1.9M reactions from patents (1976-2016). Predict the reactants needed to synthesize the given product. (1) Given the product [NH2:47][C@H:53]([C:54]([OH:56])=[O:55])[CH2:2][CH2:43][C:41](=[O:42])[OH:40], predict the reactants needed to synthesize it. The reactants are: N1CCCC[CH2:2]1.CN(C(ON1N=NC2C=CC=NC1=2)=[N+](C)C)C.F[P-](F)(F)(F)(F)F.C(N(CC)C(C)C)(C)C.[OH:40][C:41]([C:43](F)(F)F)=[O:42].[N:47]1([CH2:53][C:54]([OH:56])=[O:55])CCNCC1. (2) Given the product [Br-:1].[Br-:1].[CH2:2]([N+:15]1[CH:20]=[CH:19][C:18]([CH3:21])=[C:17]([CH3:22])[CH:16]=1)[CH2:3][CH2:4][CH2:5]/[CH:6]=[CH:7]\[CH:8]=[CH:9]/[CH2:10][CH2:11][CH2:12][CH2:13][N+:15]1[CH:20]=[CH:19][C:18]([CH3:21])=[C:17]([CH3:22])[CH:16]=1, predict the reactants needed to synthesize it. The reactants are: [Br:1][CH2:2][CH2:3][CH2:4][CH2:5]/[CH:6]=[CH:7]\[CH:8]=[CH:9]/[CH2:10][CH2:11][CH2:12][CH2:13]Br.[N:15]1[CH:20]=[CH:19][C:18]([CH3:21])=[C:17]([CH3:22])[CH:16]=1. (3) Given the product [Cl:1][C:2]1[CH:3]=[CH:4][C:5]([CH2:8][CH2:9][CH2:10][CH2:11][NH:13][CH3:14])=[CH:6][CH:7]=1, predict the reactants needed to synthesize it. The reactants are: [Cl:1][C:2]1[CH:7]=[CH:6][C:5]([CH2:8][CH2:9][CH2:10][C:11]([NH:13][CH3:14])=O)=[CH:4][CH:3]=1.[BH4-].[Na+].II.CO. (4) Given the product [CH2:33]([O:32][C:30](=[O:31])[NH:11][CH2:10][CH2:9][CH:8]([NH:7][C:6]([O:5][C:1]([CH3:4])([CH3:2])[CH3:3])=[O:19])[C:12]1[CH:13]=[CH:14][C:15]([Cl:18])=[CH:16][CH:17]=1)[C:34]1[CH:39]=[CH:38][CH:37]=[CH:36][CH:35]=1, predict the reactants needed to synthesize it. The reactants are: [C:1]([O:5][C:6](=[O:19])[NH:7][CH:8]([C:12]1[CH:17]=[CH:16][C:15]([Cl:18])=[CH:14][CH:13]=1)[CH2:9][CH2:10][NH2:11])([CH3:4])([CH3:3])[CH3:2].C(N(C(C)C)C(C)C)C.Cl[C:30]([O:32][CH2:33][C:34]1[CH:39]=[CH:38][CH:37]=[CH:36][CH:35]=1)=[O:31]. (5) Given the product [NH2:1][C@H:4]1[CH2:8][CH2:7][N:6]([C:9]([O:11][CH2:12][C:13]2[CH:18]=[CH:17][C:16]([N+:19]([O-:21])=[O:20])=[CH:15][CH:14]=2)=[O:10])[CH2:5]1, predict the reactants needed to synthesize it. The reactants are: [N:1]([C@H:4]1[CH2:8][CH2:7][N:6]([C:9]([O:11][CH2:12][C:13]2[CH:18]=[CH:17][C:16]([N+:19]([O-:21])=[O:20])=[CH:15][CH:14]=2)=[O:10])[CH2:5]1)=[N+]=[N-].C1(P(C2C=CC=CC=2)C2C=CC=CC=2)C=CC=CC=1.O.O.O.O.O.O.O.O.O.O.S([O-])([O-])(=O)=O.[Na+].[Na+].